This data is from Full USPTO retrosynthesis dataset with 1.9M reactions from patents (1976-2016). The task is: Predict the reactants needed to synthesize the given product. Given the product [I:22][C:12]1[C:11]2[C:15](=[C:7]([C:2]3[CH:3]=[CH:4][CH:5]=[CH:6][C:1]=3[CH3:21])[CH:8]=[CH:9][CH:10]=2)[NH:14][C:13]=1[C:16]([O:18][CH2:19][CH3:20])=[O:17], predict the reactants needed to synthesize it. The reactants are: [C:1]1([CH3:21])[CH:6]=[CH:5][CH:4]=[CH:3][C:2]=1[C:7]1[CH:8]=[CH:9][CH:10]=[C:11]2[C:15]=1[NH:14][C:13]([C:16]([O:18][CH2:19][CH3:20])=[O:17])=[CH:12]2.[I:22]N1C(=O)CCC1=O.